From a dataset of Peptide-MHC class I binding affinity with 185,985 pairs from IEDB/IMGT. Regression. Given a peptide amino acid sequence and an MHC pseudo amino acid sequence, predict their binding affinity value. This is MHC class I binding data. (1) The binding affinity (normalized) is 0.302. The peptide sequence is FQLYSDLAH. The MHC is HLA-A02:01 with pseudo-sequence HLA-A02:01. (2) The MHC is HLA-A03:01 with pseudo-sequence HLA-A03:01. The peptide sequence is SVPFQTLGK. The binding affinity (normalized) is 0.655. (3) The peptide sequence is SVDSDHLGY. The MHC is HLA-A02:16 with pseudo-sequence HLA-A02:16. The binding affinity (normalized) is 0.0847. (4) The MHC is HLA-A26:01 with pseudo-sequence HLA-A26:01. The peptide sequence is VPVWKEATTTL. The binding affinity (normalized) is 0. (5) The peptide sequence is APTLHRLGI. The MHC is HLA-A02:01 with pseudo-sequence HLA-A02:01. The binding affinity (normalized) is 0.0847. (6) The peptide sequence is EQYKFYSV. The MHC is HLA-A02:01 with pseudo-sequence HLA-A02:01. The binding affinity (normalized) is 0. (7) The peptide sequence is AARISSCLK. The MHC is HLA-A01:01 with pseudo-sequence HLA-A01:01. The binding affinity (normalized) is 0.0847. (8) The peptide sequence is EVQLVESGGGL. The MHC is HLA-A02:06 with pseudo-sequence HLA-A02:06. The binding affinity (normalized) is 0.